Dataset: Full USPTO retrosynthesis dataset with 1.9M reactions from patents (1976-2016). Task: Predict the reactants needed to synthesize the given product. (1) Given the product [Br:17][C:18]1[CH:23]=[CH:22][C:21]([S:24]([NH:2][CH:3]2[CH2:6][CH:5]([OH:7])[CH2:4]2)(=[O:26])=[O:25])=[CH:20][CH:19]=1, predict the reactants needed to synthesize it. The reactants are: Cl.[NH2:2][CH:3]1[CH2:6][CH:5]([OH:7])[CH2:4]1.CCN(C(C)C)C(C)C.[Br:17][C:18]1[CH:23]=[CH:22][C:21]([S:24](Cl)(=[O:26])=[O:25])=[CH:20][CH:19]=1. (2) Given the product [CH3:45][O:48][C:22]1[N:23]=[CH:24][C:19]([NH:18][C:16]([C:9]2[S:8][C:7]([N:1]3[CH2:6][CH2:5][CH2:4][CH2:3][CH2:2]3)=[N:11][C:10]=2[C:12]([F:15])([F:13])[F:14])=[O:17])=[CH:20][CH:21]=1, predict the reactants needed to synthesize it. The reactants are: [N:1]1([C:7]2[S:8][C:9]([C:16]([NH:18][C:19]3[CH:20]=[CH:21][C:22](N4CCN(C(NC5C=CC=CC=5F)=O)CC4)=[N:23][CH:24]=3)=[O:17])=[C:10]([C:12]([F:15])([F:14])[F:13])[N:11]=2)[CH2:6][CH2:5][CH2:4][CH2:3][CH2:2]1.NC1C=C[C:45]([O:48]C)=NC=1. (3) Given the product [CH2:15]([O:22][C:23]1[C:24]([O:10][CH2:9][C:6]2[CH:7]=[CH:8][C:3]([O:2][CH3:1])=[CH:4][CH:5]=2)=[N:25][C:26]([I:29])=[CH:27][CH:28]=1)[C:16]1[CH:17]=[CH:18][CH:19]=[CH:20][CH:21]=1, predict the reactants needed to synthesize it. The reactants are: [CH3:1][O:2][C:3]1[CH:4]=[CH:5][C:6]([CH2:9][OH:10])=[CH:7][CH:8]=1.[H-].[Na+].[H][H].[CH2:15]([O:22][C:23]1[C:24](Br)=[N:25][C:26]([I:29])=[CH:27][CH:28]=1)[C:16]1[CH:21]=[CH:20][CH:19]=[CH:18][CH:17]=1. (4) Given the product [F:4][C:3]([F:6])([F:5])[C:10]([CH3:9])([OH:16])[CH2:11][CH2:12][CH2:13][CH2:14][CH3:15], predict the reactants needed to synthesize it. The reactants are: C[Si](C)(C)[C:3]([F:6])([F:5])[F:4].[CH3:9][C:10](=[O:16])[CH2:11][CH2:12][CH2:13][CH2:14][CH3:15].Cl. (5) Given the product [CH3:23][N:12]([CH2:11][C:9]1[N:10]=[C:6]2[CH:5]=[CH:4][CH:3]=[C:2]([N:34]3[CH2:35][CH2:36][C@@H:32]([NH:31][C:29](=[O:30])[O:28][C:24]([CH3:26])([CH3:25])[CH3:27])[CH2:33]3)[N:7]2[CH:8]=1)[C@@H:13]1[C:22]2[N:21]=[CH:20][CH:19]=[CH:18][C:17]=2[CH2:16][CH2:15][CH2:14]1, predict the reactants needed to synthesize it. The reactants are: F[C:2]1[N:7]2[CH:8]=[C:9]([CH2:11][N:12]([CH3:23])[C@@H:13]3[C:22]4[N:21]=[CH:20][CH:19]=[CH:18][C:17]=4[CH2:16][CH2:15][CH2:14]3)[N:10]=[C:6]2[CH:5]=[CH:4][CH:3]=1.[C:24]([O:28][C:29]([NH:31][C@@H:32]1[CH2:36][CH2:35][NH:34][CH2:33]1)=[O:30])([CH3:27])([CH3:26])[CH3:25]. (6) Given the product [NH2:27][C:26]1[CH:28]=[CH:29][C:30]([Br:1])=[CH:31][C:25]=1[SH:24], predict the reactants needed to synthesize it. The reactants are: [Br:1]C1C=C(N=C=S)C=CC=1.BrC1C=C(NC(N)=S)C=CC=1.NC1[S:24][C:25]2[CH:31]=[CH:30][C:29](Br)=[CH:28][C:26]=2[N:27]=1. (7) Given the product [OH:1][CH2:2][CH2:3][CH2:4][CH2:5][C:6]1[CH:7]=[C:8]2[C:13](=[C:14]([CH2:16][CH2:17][CH2:18][CH2:19][OH:20])[CH:15]=1)[O:12][C:11](=[O:21])[C:10]([C:22]1[CH:23]=[CH:24][C:25]([OH:28])=[CH:26][CH:27]=1)=[CH:9]2, predict the reactants needed to synthesize it. The reactants are: [OH:1][CH2:2][CH2:3][CH2:4][CH2:5][C:6]1[CH:7]=[C:8]2[C:13](=[C:14]([CH2:16][CH2:17][CH2:18][CH2:19][OH:20])[CH:15]=1)[O:12][C:11](=[O:21])[C:10]([C:22]1[CH:27]=[CH:26][C:25]([O:28]C)=[CH:24][CH:23]=1)=[CH:9]2.B(Br)(Br)Br. (8) Given the product [C:1]([NH:4][C:5]1[CH:6]=[C:7]([CH:11]=[CH:12][C:13]=1[Cl:14])[C:8]([O:10][CH2:25][CH3:26])=[O:9])(=[O:3])[CH3:2], predict the reactants needed to synthesize it. The reactants are: [C:1]([NH:4][C:5]1[CH:6]=[C:7]([CH:11]=[CH:12][C:13]=1[Cl:14])[C:8]([OH:10])=[O:9])(=[O:3])[CH3:2].C(=O)([O-])[O-].[K+].[K+].S(OCC)(O[CH2:25][CH3:26])(=O)=O. (9) Given the product [C:1]12([CH2:11][C:12]([NH:15][N:16]3[C:21](=[O:22])[C:20]4[CH:23]=[C:24]([CH3:26])[S:25][C:19]=4[N:18]=[C:17]3[CH3:27])=[O:13])[CH2:10][CH:5]3[CH2:6][CH:7]([CH2:9][CH:3]([CH2:4]3)[CH2:2]1)[CH2:8]2, predict the reactants needed to synthesize it. The reactants are: [C:1]12([CH2:11][C:12](Cl)=[O:13])[CH2:10][CH:5]3[CH2:6][CH:7]([CH2:9][CH:3]([CH2:4]3)[CH2:2]1)[CH2:8]2.[NH2:15][N:16]1[C:21](=[O:22])[C:20]2[CH:23]=[C:24]([CH3:26])[S:25][C:19]=2[N:18]=[C:17]1[CH3:27].